From a dataset of Full USPTO retrosynthesis dataset with 1.9M reactions from patents (1976-2016). Predict the reactants needed to synthesize the given product. (1) Given the product [F:12][C:5]1[CH:4]=[C:3]([CH:1]=[O:15])[CH:11]=[CH:10][C:6]=1[C:7]([OH:9])=[O:8], predict the reactants needed to synthesize it. The reactants are: [C:1]([C:3]1[CH:11]=[CH:10][C:6]([C:7]([OH:9])=[O:8])=[C:5]([F:12])[CH:4]=1)#N.CC(O)=[O:15]. (2) Given the product [F:38][C:39]1[CH:40]=[C:41]([S:45][CH2:2][C@H:3]2[N:8]([C:9]([C:22]3[CH:23]=[CH:24][CH:25]=[CH:26][CH:27]=3)([C:16]3[CH:21]=[CH:20][CH:19]=[CH:18][CH:17]=3)[C:10]3[CH:11]=[CH:12][CH:13]=[CH:14][CH:15]=3)[CH2:7][CH2:6][N:5]([C:28]([O:30][CH2:31][C:32]3[CH:37]=[CH:36][CH:35]=[CH:34][CH:33]=3)=[O:29])[CH2:4]2)[CH:42]=[CH:43][CH:44]=1, predict the reactants needed to synthesize it. The reactants are: O[CH2:2][C@H:3]1[N:8]([C:9]([C:22]2[CH:27]=[CH:26][CH:25]=[CH:24][CH:23]=2)([C:16]2[CH:21]=[CH:20][CH:19]=[CH:18][CH:17]=2)[C:10]2[CH:15]=[CH:14][CH:13]=[CH:12][CH:11]=2)[CH2:7][CH2:6][N:5]([C:28]([O:30][CH2:31][C:32]2[CH:37]=[CH:36][CH:35]=[CH:34][CH:33]=2)=[O:29])[CH2:4]1.[F:38][C:39]1[CH:40]=[C:41]([SH:45])[CH:42]=[CH:43][CH:44]=1.C(P(C(C)(C)C)C(C)(C)C)(C)(C)C.C1CCN(C(N=NC(N2CCCCC2)=O)=O)CC1.C(=O)([O-])O.[Na+]. (3) Given the product [N:1]1[CH:6]=[CH:5][CH:4]=[CH:3][C:2]=1[C:7]([O-:9])=[O:8].[Ir+3:10].[C:14]1([C:20]2[S:21][C:22]3[CH:28]=[CH:27][CH:26]=[CH:25][C:23]=3[N:24]=2)[CH:15]=[CH:16][CH:17]=[CH:18][CH:19]=1.[C:14]1([C:20]2[S:21][C:22]3[CH:28]=[CH:27][CH:26]=[CH:25][C:23]=3[N:24]=2)[CH:15]=[CH:16][CH:17]=[CH:18][CH:19]=1.[N:1]1[CH:6]=[CH:5][CH:4]=[CH:3][C:2]=1[C:7]([O-:9])=[O:8].[N:1]1[CH:6]=[CH:5][CH:4]=[CH:3][C:2]=1[C:7]([O-:9])=[O:8], predict the reactants needed to synthesize it. The reactants are: [N:1]1[CH:6]=[CH:5][CH:4]=[CH:3][C:2]=1[C:7]([OH:9])=[O:8].[Ir:10](Cl)(Cl)Cl.[C:14]1([C:20]2[S:21][C:22]3[CH:28]=[CH:27][CH:26]=[CH:25][C:23]=3[N:24]=2)[CH:19]=[CH:18][CH:17]=[CH:16][CH:15]=1.